This data is from Peptide-MHC class II binding affinity with 134,281 pairs from IEDB. The task is: Regression. Given a peptide amino acid sequence and an MHC pseudo amino acid sequence, predict their binding affinity value. This is MHC class II binding data. (1) The peptide sequence is MGVSDVPRDLEVVAA. The MHC is DRB1_1602 with pseudo-sequence DRB1_1602. The binding affinity (normalized) is 0.165. (2) The peptide sequence is AAESSSKAALTSKLD. The MHC is HLA-DPA10103-DPB10301 with pseudo-sequence HLA-DPA10103-DPB10301. The binding affinity (normalized) is 0.169. (3) The peptide sequence is NRWLFRHLAREKNPR. The binding affinity (normalized) is 0.572. The MHC is HLA-DQA10501-DQB10402 with pseudo-sequence HLA-DQA10501-DQB10402. (4) The peptide sequence is INEPTAAALAYGLDR. The MHC is HLA-DQA10401-DQB10402 with pseudo-sequence HLA-DQA10401-DQB10402. The binding affinity (normalized) is 0.490. (5) The MHC is DRB1_0101 with pseudo-sequence DRB1_0101. The peptide sequence is GVTCRLFRQQQSVED. The binding affinity (normalized) is 0.458. (6) The peptide sequence is APTGMFVAAAKYMVI. The MHC is HLA-DPA10103-DPB10301 with pseudo-sequence HLA-DPA10103-DPB10301. The binding affinity (normalized) is 0.169. (7) The peptide sequence is RTEQKDFDGRSEFAY. The MHC is HLA-DQA10101-DQB10501 with pseudo-sequence HLA-DQA10101-DQB10501. The binding affinity (normalized) is 0.230. (8) The peptide sequence is SKAYANMWSLMYFHK. The MHC is HLA-DQA10102-DQB10501 with pseudo-sequence HLA-DQA10102-DQB10501. The binding affinity (normalized) is 0.558. (9) The peptide sequence is FLIYITELLKKLQST. The MHC is DRB1_1302 with pseudo-sequence DRB1_1302. The binding affinity (normalized) is 0.693.